From a dataset of Forward reaction prediction with 1.9M reactions from USPTO patents (1976-2016). Predict the product of the given reaction. Given the reactants C(OC([N:8]1[CH2:13][CH2:12][CH:11]([CH2:14][O:15][C:16]2[CH:21]=[CH:20][C:19]([C:22]3[N:23]=[CH:24][C:25]([C:28]([O:30][CH3:31])=[O:29])=[N:26][CH:27]=3)=[C:18]([F:32])[CH:17]=2)[CH2:10][CH2:9]1)=O)(C)(C)C.[ClH:33], predict the reaction product. The product is: [ClH:33].[F:32][C:18]1[CH:17]=[C:16]([O:15][CH2:14][CH:11]2[CH2:10][CH2:9][NH:8][CH2:13][CH2:12]2)[CH:21]=[CH:20][C:19]=1[C:22]1[N:23]=[CH:24][C:25]([C:28]([O:30][CH3:31])=[O:29])=[N:26][CH:27]=1.